This data is from NCI-60 drug combinations with 297,098 pairs across 59 cell lines. The task is: Regression. Given two drug SMILES strings and cell line genomic features, predict the synergy score measuring deviation from expected non-interaction effect. (1) Drug 2: C1CNP(=O)(OC1)N(CCCl)CCCl. Drug 1: C1CN1P(=S)(N2CC2)N3CC3. Synergy scores: CSS=1.33, Synergy_ZIP=-3.02, Synergy_Bliss=-2.86, Synergy_Loewe=-7.60, Synergy_HSA=-3.38. Cell line: A498. (2) Drug 1: CC1CCC2CC(C(=CC=CC=CC(CC(C(=O)C(C(C(=CC(C(=O)CC(OC(=O)C3CCCCN3C(=O)C(=O)C1(O2)O)C(C)CC4CCC(C(C4)OC)OCCO)C)C)O)OC)C)C)C)OC. Drug 2: CN(C(=O)NC(C=O)C(C(C(CO)O)O)O)N=O. Cell line: NCI-H460. Synergy scores: CSS=8.49, Synergy_ZIP=-0.235, Synergy_Bliss=3.15, Synergy_Loewe=-6.74, Synergy_HSA=0.254. (3) Drug 1: CC1=C(C=C(C=C1)NC2=NC=CC(=N2)N(C)C3=CC4=NN(C(=C4C=C3)C)C)S(=O)(=O)N.Cl. Drug 2: C1=CC=C(C(=C1)C(C2=CC=C(C=C2)Cl)C(Cl)Cl)Cl. Cell line: A498. Synergy scores: CSS=6.47, Synergy_ZIP=3.13, Synergy_Bliss=7.95, Synergy_Loewe=4.93, Synergy_HSA=4.54. (4) Drug 1: C1CC(C1)(C(=O)O)C(=O)O.[NH2-].[NH2-].[Pt+2]. Drug 2: B(C(CC(C)C)NC(=O)C(CC1=CC=CC=C1)NC(=O)C2=NC=CN=C2)(O)O. Cell line: A498. Synergy scores: CSS=58.2, Synergy_ZIP=0.251, Synergy_Bliss=0.529, Synergy_Loewe=-47.7, Synergy_HSA=0.423.